Predict the reactants needed to synthesize the given product. From a dataset of Full USPTO retrosynthesis dataset with 1.9M reactions from patents (1976-2016). (1) Given the product [Cl:1][C:2]1[C:3]([CH3:18])=[C:4]([NH:10][C@H:11]([C@@H:15]([OH:17])[CH3:16])[C:12]([NH:27][NH:26][C:24](=[O:25])[C:23]2[CH:22]=[CH:21][C:20]([I:19])=[CH:29][CH:28]=2)=[O:14])[CH:5]=[CH:6][C:7]=1[C:8]#[N:9], predict the reactants needed to synthesize it. The reactants are: [Cl:1][C:2]1[C:3]([CH3:18])=[C:4]([NH:10][C@H:11]([C@@H:15]([OH:17])[CH3:16])[C:12]([OH:14])=O)[CH:5]=[CH:6][C:7]=1[C:8]#[N:9].[I:19][C:20]1[CH:29]=[CH:28][C:23]([C:24]([NH:26][NH2:27])=[O:25])=[CH:22][CH:21]=1.O.ON1C2C=CC=CC=2N=N1.Cl.CN(C)CCCN=C=NCC.CCN(CC)CC. (2) Given the product [CH3:1][N:2]([C:28]([O:27][C:24]([CH3:26])([CH3:25])[CH3:23])=[O:29])[CH2:3][C@@H:4]([NH:12][C:13](=[O:22])[O:14][CH2:15][C:16]1[CH:17]=[CH:18][CH:19]=[CH:20][CH:21]=1)[CH2:5][C@H:6]1[CH2:11][CH2:10][CH2:9][O:8][CH2:7]1, predict the reactants needed to synthesize it. The reactants are: [CH3:1][NH:2][CH2:3][C@@H:4]([NH:12][C:13](=[O:22])[O:14][CH2:15][C:16]1[CH:21]=[CH:20][CH:19]=[CH:18][CH:17]=1)[CH2:5][C@H:6]1[CH2:11][CH2:10][CH2:9][O:8][CH2:7]1.[CH3:23][C:24]([O:27][C:28](O[C:28]([O:27][C:24]([CH3:26])([CH3:25])[CH3:23])=[O:29])=[O:29])([CH3:26])[CH3:25]. (3) The reactants are: [CH2:1]([O:3][C:4]([CH:6]1[CH2:11][CH2:10][N:9]([C:12]2[CH:17]=[CH:16][C:15]([C:18](=[O:28])[NH:19][C:20]3[CH:25]=[CH:24][C:23]([CH3:26])=[C:22](I)[CH:21]=3)=[CH:14][N:13]=2)[CH2:8][CH2:7]1)=[O:5])[CH3:2].[O:29]([C:31]1[CH:36]=[CH:35][CH:34]=[CH:33][C:32]=1B(O)O)[CH3:30].C(OC(C1CCN(C2C=CC(C(=O)NC3C=CC(C4C=CC=CC=4)=C(C)C=3)=CN=2)CC1)=O)C. Given the product [CH2:1]([O:3][C:4]([CH:6]1[CH2:11][CH2:10][N:9]([C:12]2[CH:17]=[CH:16][C:15]([C:18](=[O:28])[NH:19][C:20]3[CH:21]=[C:22]([C:32]4[CH:33]=[CH:34][CH:35]=[CH:36][C:31]=4[O:29][CH3:30])[C:23]([CH3:26])=[CH:24][CH:25]=3)=[CH:14][N:13]=2)[CH2:8][CH2:7]1)=[O:5])[CH3:2], predict the reactants needed to synthesize it. (4) Given the product [CH3:55][C:54]([NH:57][C:14]([C:7]1[C:8]2[CH2:9][C@H:10]3[CH2:13][C@H:11]3[C:12]=2[N:5]([C:1]([CH3:4])([CH3:2])[CH3:3])[N:6]=1)=[O:15])([C:48]1[CH:53]=[CH:52][CH:51]=[CH:50][CH:49]=1)[CH3:56], predict the reactants needed to synthesize it. The reactants are: [C:1]([N:5]1[C:12]2[C@@H:11]3[CH2:13][C@@H:10]3[CH2:9][C:8]=2[C:7]([C:14](O)=[O:15])=[N:6]1)([CH3:4])([CH3:3])[CH3:2].CN(C(ON1N=NC2C=CC=NC1=2)=[N+](C)C)C.F[P-](F)(F)(F)(F)F.CCN(CC)CC.[C:48]1([C:54]([NH2:57])([CH3:56])[CH3:55])[CH:53]=[CH:52][CH:51]=[CH:50][CH:49]=1.